Dataset: Catalyst prediction with 721,799 reactions and 888 catalyst types from USPTO. Task: Predict which catalyst facilitates the given reaction. (1) Reactant: [C:1]([NH:3][C:4]([NH:6][C:7]1[CH:8]=[N:9][CH:10]=[CH:11][CH:12]=1)=S)#[N:2].CCN=C=NCCCN(C)C.C(N(C(C)C)CC)(C)C.[NH2:33][CH:34]([NH:39][C:40](=[O:48])[C:41]1[CH:46]=[CH:45][C:44]([CH3:47])=[CH:43][CH:42]=1)[C:35]([Cl:38])([Cl:37])[Cl:36]. Product: [CH3:47][C:44]1[CH:45]=[CH:46][C:41]([C:40]([NH:39][CH:34]([NH:33][C:4](=[N:3][C:1]#[N:2])[NH:6][C:7]2[CH:8]=[N:9][CH:10]=[CH:11][CH:12]=2)[C:35]([Cl:38])([Cl:36])[Cl:37])=[O:48])=[CH:42][CH:43]=1. The catalyst class is: 39. (2) Reactant: [C:1]([NH:8][CH2:9][CH2:10][NH2:11])([O:3][C:4]([CH3:7])([CH3:6])[CH3:5])=[O:2].[N:12]1[CH:17]=[CH:16][CH:15]=[CH:14][C:13]=1[S:18](Cl)(=[O:20])=[O:19].S(Cl)(Cl)(=O)=O.CCN(C(C)C)C(C)C. Product: [N:12]1[CH:17]=[CH:16][CH:15]=[CH:14][C:13]=1[S:18]([NH:11][CH2:10][CH2:9][NH:8][C:1](=[O:2])[O:3][C:4]([CH3:5])([CH3:6])[CH3:7])(=[O:20])=[O:19]. The catalyst class is: 23. (3) Reactant: C[N+]1([O-])[CH2:7][CH2:6][O:5]CC1.C(O)CC=CC[CH2:14][OH:15].[CH3:17][C:18]([CH3:20])=[O:19].CS(N)(=O)=[O:23]. Product: [CH2:6]([OH:5])[CH2:7][CH:17]([OH:23])[CH:18]([OH:19])[CH2:20][CH2:14][OH:15]. The catalyst class is: 878. (4) Reactant: [F:1][C:2]1[CH:3]=[C:4]([N:24]2[CH:28]=[N:27][N:26]=[N:25]2)[CH:5]=[C:6]2[C:10]=1[N:9]([CH2:11][C:12]1[CH:17]=[CH:16][C:15]([CH:18]3[CH2:23][CH2:22][NH:21][CH2:20][CH2:19]3)=[CH:14][N:13]=1)[CH:8]=[CH:7]2.C(N(CC)CC)C.Cl[C:37]([O:39][CH:40]([CH3:42])[CH3:41])=[O:38].O. Product: [F:1][C:2]1[CH:3]=[C:4]([N:24]2[CH:28]=[N:27][N:26]=[N:25]2)[CH:5]=[C:6]2[C:10]=1[N:9]([CH2:11][C:12]1[CH:17]=[CH:16][C:15]([CH:18]3[CH2:23][CH2:22][N:21]([C:37]([O:39][CH:40]([CH3:42])[CH3:41])=[O:38])[CH2:20][CH2:19]3)=[CH:14][N:13]=1)[CH:8]=[CH:7]2. The catalyst class is: 4. (5) Reactant: Cl[CH2:2][C:3]1[C:4]([C:16]2[CH:21]=[CH:20][C:19]([C:22]([F:25])([F:24])[F:23])=[C:18]([F:26])[CH:17]=2)=[N:5][O:6][C:7]=1[C:8]([NH:10][CH:11]1[CH2:15][CH2:14][CH2:13][CH2:12]1)=[O:9].[CH2:27]([NH:29][CH:30]([CH3:32])[CH3:31])[CH3:28].C(N(C(C)C)CC)(C)C. Product: [CH:11]1([NH:10][C:8]([C:7]2[O:6][N:5]=[C:4]([C:16]3[CH:21]=[CH:20][C:19]([C:22]([F:25])([F:24])[F:23])=[C:18]([F:26])[CH:17]=3)[C:3]=2[CH2:2][N:29]([CH2:27][CH3:28])[CH:30]([CH3:32])[CH3:31])=[O:9])[CH2:15][CH2:14][CH2:13][CH2:12]1. The catalyst class is: 10. (6) Reactant: [Cl:1][C:2]1[CH:7]=[C:6]([O:8][CH3:9])[CH:5]=[CH:4][C:3]=1[CH2:10][CH:11]=O.C1(P(=[CH:32][C:33]([O:35][C:36]([CH3:39])([CH3:38])[CH3:37])=[O:34])(C2C=CC=CC=2)C2C=CC=CC=2)C=CC=CC=1. Product: [Cl:1][C:2]1[CH:7]=[C:6]([O:8][CH3:9])[CH:5]=[CH:4][C:3]=1[CH2:10]/[CH:11]=[CH:32]/[C:33]([O:35][C:36]([CH3:39])([CH3:38])[CH3:37])=[O:34]. The catalyst class is: 11. (7) Reactant: Br[C:2]1[C:3](=[O:11])[N:4]([CH3:10])[C:5]([S:8][CH3:9])=[N:6][CH:7]=1.[F:12][C:13]1[CH:14]=[C:15](B(O)O)[CH:16]=[CH:17][C:18]=1[O:19][CH3:20].COC1C=CC=C(OC)C=1C1C=CC=CC=1P(C1CCCCC1)C1CCCCC1.[O-]P([O-])([O-])=O.[K+].[K+].[K+]. Product: [F:12][C:13]1[CH:14]=[C:15]([C:2]2[C:3](=[O:11])[N:4]([CH3:10])[C:5]([S:8][CH3:9])=[N:6][CH:7]=2)[CH:16]=[CH:17][C:18]=1[O:19][CH3:20]. The catalyst class is: 835. (8) Reactant: C1(P(C2C=CC=CC=2)C2C=CC=CC=2)C=CC=CC=1.N1C=CN=C1.[I:25]I.[Cl:27][C:28]1[CH:33]=[CH:32][C:31]([C:34]2([CH2:37]O)[CH2:36][CH2:35]2)=[CH:30][CH:29]=1. Product: [Cl:27][C:28]1[CH:33]=[CH:32][C:31]([C:34]2([CH2:37][I:25])[CH2:36][CH2:35]2)=[CH:30][CH:29]=1. The catalyst class is: 4. (9) Reactant: O=C1C2C(=CC=CC=2)C(=O)[N:3]1[CH2:12][CH:13]1[CH2:18][N:17]2[N:19]=[C:20]([C:25]3[CH:30]=[CH:29][C:28]([O:31][C:32]4[CH:37]=[CH:36][CH:35]=[CH:34][CH:33]=4)=[CH:27][CH:26]=3)[C:21]([C:22]([NH2:24])=[O:23])=[C:16]2[NH:15][CH2:14]1.O.NN. Product: [NH2:3][CH2:12][CH:13]1[CH2:18][N:17]2[N:19]=[C:20]([C:25]3[CH:30]=[CH:29][C:28]([O:31][C:32]4[CH:37]=[CH:36][CH:35]=[CH:34][CH:33]=4)=[CH:27][CH:26]=3)[C:21]([C:22]([NH2:24])=[O:23])=[C:16]2[NH:15][CH2:14]1. The catalyst class is: 5.